This data is from Cav3 T-type calcium channel HTS with 100,875 compounds. The task is: Binary Classification. Given a drug SMILES string, predict its activity (active/inactive) in a high-throughput screening assay against a specified biological target. (1) The result is 0 (inactive). The molecule is O(c1ccc(N2C3(N=C(N=C2N)N)CCCC3)cc1)C. (2) The drug is S(=O)(=O)(N1CCC(CC1)C)c1ccc(N\N=C(\C#N)C#N)cc1. The result is 1 (active). (3) The drug is s1c(nnc1NC(=O)CSc1n(c2cc(ccc2)C)c(N)cc(=O)n1)CCCC. The result is 0 (inactive). (4) The drug is O1c2cc(CNC(=O)CCc3c4c([nH]c3)cccc4)ccc2OC1. The result is 0 (inactive).